From a dataset of Full USPTO retrosynthesis dataset with 1.9M reactions from patents (1976-2016). Predict the reactants needed to synthesize the given product. (1) Given the product [Cl:1][C:2]1[CH:7]=[CH:6][C:5]([CH:8]2[CH:12]([C:13]3[CH:18]=[CH:17][C:16]([Cl:19])=[CH:15][CH:14]=3)[N:11]([C:20]([N:22]3[CH2:27][CH2:26][CH:25]([CH2:28][Br:44])[CH2:24][CH2:23]3)=[O:21])[C:10]([C:30]3[CH:35]=[CH:34][C:33]([C:36]([F:39])([F:38])[F:37])=[CH:32][C:31]=3[O:40][CH2:41][CH3:42])=[N:9]2)=[CH:4][CH:3]=1, predict the reactants needed to synthesize it. The reactants are: [Cl:1][C:2]1[CH:7]=[CH:6][C:5]([CH:8]2[CH:12]([C:13]3[CH:18]=[CH:17][C:16]([Cl:19])=[CH:15][CH:14]=3)[N:11]([C:20]([N:22]3[CH2:27][CH2:26][CH:25]([CH2:28]O)[CH2:24][CH2:23]3)=[O:21])[C:10]([C:30]3[CH:35]=[CH:34][C:33]([C:36]([F:39])([F:38])[F:37])=[CH:32][C:31]=3[O:40][CH2:41][CH3:42])=[N:9]2)=[CH:4][CH:3]=1.C(Br)(Br)(Br)[Br:44].C1(P(C2C=CC=CC=2)C2C=CC=CC=2)C=CC=CC=1. (2) Given the product [CH2:25]([O:24][C:22]([CH:21]=[P:7]([C:1]1[CH:2]=[CH:3][CH:4]=[CH:5][CH:6]=1)([C:8]1[CH:13]=[CH:12][CH:11]=[CH:10][CH:9]=1)[C:14]1[CH:15]=[CH:16][CH:17]=[CH:18][CH:19]=1)=[O:23])[CH3:26], predict the reactants needed to synthesize it. The reactants are: [C:1]1([P:7]([C:14]2[CH:19]=[CH:18][CH:17]=[CH:16][CH:15]=2)[C:8]2[CH:13]=[CH:12][CH:11]=[CH:10][CH:9]=2)[CH:6]=[CH:5][CH:4]=[CH:3][CH:2]=1.Br[CH2:21][C:22]([O:24][CH2:25][CH3:26])=[O:23].